Dataset: Forward reaction prediction with 1.9M reactions from USPTO patents (1976-2016). Task: Predict the product of the given reaction. (1) The product is: [N+:1]([C:4]1[CH:13]=[CH:12][C:7]2[N:8]([CH2:17][C:18]([O:20][CH3:21])=[O:19])[C:9](=[O:11])[O:10][C:6]=2[CH:5]=1)([O-:3])=[O:2]. Given the reactants [N+:1]([C:4]1[CH:13]=[CH:12][C:7]2[NH:8][C:9](=[O:11])[O:10][C:6]=2[CH:5]=1)([O-:3])=[O:2].[H-].[Na+].Br[CH2:17][C:18]([O:20][CH3:21])=[O:19], predict the reaction product. (2) Given the reactants [F:1][CH:2]([F:13])[CH:3]1[CH2:6][C:5]([CH3:12])([C:7]([O:9]CC)=[O:8])[CH2:4]1.[OH-].[Na+], predict the reaction product. The product is: [F:1][CH:2]([F:13])[CH:3]1[CH2:4][C:5]([CH3:12])([C:7]([OH:9])=[O:8])[CH2:6]1.